Task: Predict the product of the given reaction.. Dataset: Forward reaction prediction with 1.9M reactions from USPTO patents (1976-2016) (1) The product is: [CH3:15][N:13]1[C:11](=[O:12])[CH2:10][C:5]2[C:4](=[CH:9][CH:8]=[CH:7][CH:6]=2)[C:1]1=[O:2]. Given the reactants [C:1]([C:4]1[CH:9]=[CH:8][CH:7]=[CH:6][C:5]=1[CH2:10][C:11]([NH2:13])=[O:12])(O)=[O:2].Cl[C:15]1C=CC=CC=1Cl, predict the reaction product. (2) Given the reactants Cl.[NH2:2][C@@H:3]1[CH2:7][CH2:6][C@:5]([CH:12]([CH3:14])[CH3:13])([C:8]([O:10][CH3:11])=[O:9])[CH2:4]1.Cl.N[C@@H]1CC[C@](C(C)C)(C([O:24][CH2:25][C:26]2[CH:31]=[CH:30][CH:29]=CC=2)=O)C1.C1(C(=N[C@@H]2CC[C@H](C(OCC3C=CC=CC=3)=O)C2)C2C=CC=CC=2)C=CC=CC=1.O1CCC(=O)CC1.C(N(CC)CC)C.C(O[BH-](OC(=O)C)OC(=O)C)(=O)C.[Na+], predict the reaction product. The product is: [CH:12]([C@:5]1([C:8]([O:10][CH3:11])=[O:9])[CH2:6][CH2:7][C@@H:3]([NH:2][CH:31]2[CH2:26][CH2:25][O:24][CH2:29][CH2:30]2)[CH2:4]1)([CH3:14])[CH3:13]. (3) Given the reactants [CH3:1][C:2]1[C:6]([B:7]2[O:11][C:10]([CH3:13])([CH3:12])[C:9]([CH3:15])([CH3:14])[O:8]2)=[C:5]([CH3:16])[NH:4][N:3]=1.Cl[C:18]([F:23])([F:22])C([O-])=O.[Na+].C1OCCOCCOCCOCCOCCOC1, predict the reaction product. The product is: [F:22][CH:18]([F:23])[N:3]1[C:2]([CH3:1])=[C:6]([B:7]2[O:11][C:10]([CH3:12])([CH3:13])[C:9]([CH3:15])([CH3:14])[O:8]2)[C:5]([CH3:16])=[N:4]1. (4) Given the reactants [CH3:1][CH2:2][O:3][C:4]([C:6]1[N:7]([C:18]([O:20][C:21]([CH3:24])([CH3:23])[CH3:22])=[O:19])[C:8]2[C:13]([CH:14]=1)=[CH:12][C:11]([Cl:15])=[CH:10][C:9]=2[CH2:16]Br)=[O:5].[C-:25]#[N:26].[Na+].[Cl-].[NH4+], predict the reaction product. The product is: [CH3:1][CH2:2][O:3][C:4]([C:6]1[N:7]([C:18]([O:20][C:21]([CH3:24])([CH3:23])[CH3:22])=[O:19])[C:8]2[C:13]([CH:14]=1)=[CH:12][C:11]([Cl:15])=[CH:10][C:9]=2[CH2:16][C:25]#[N:26])=[O:5]. (5) Given the reactants O[CH:2]([CH:8]1[CH2:12][CH2:11][CH2:10][C:9]1=[O:13])[CH2:3][CH2:4][CH2:5][CH2:6][CH3:7].II, predict the reaction product. The product is: [CH2:2]([C:8]1[C:9](=[O:13])[CH2:10][CH2:11][CH:12]=1)[CH2:3][CH2:4][CH2:5][CH2:6][CH3:7].